Predict the reactants needed to synthesize the given product. From a dataset of Full USPTO retrosynthesis dataset with 1.9M reactions from patents (1976-2016). Given the product [F:38][C:39]1([F:45])[CH2:44][CH2:43][N:42]([C:21]2[N:20]=[C:19]([O:18][C:11]3[C:12]4[C:17](=[CH:16][CH:15]=[CH:14][CH:13]=4)[C:8]([NH:7][C:5](=[O:6])[C:4]4[CH:29]=[C:30]([N:32]5[CH2:37][CH2:36][CH2:35][CH2:34][CH2:33]5)[CH:31]=[C:2]([F:1])[CH:3]=4)=[CH:9][CH:10]=3)[CH:24]=[CH:23][N:22]=2)[CH2:41][CH2:40]1, predict the reactants needed to synthesize it. The reactants are: [F:1][C:2]1[CH:3]=[C:4]([CH:29]=[C:30]([N:32]2[CH2:37][CH2:36][CH2:35][CH2:34][CH2:33]2)[CH:31]=1)[C:5]([NH:7][C:8]1[C:17]2[C:12](=[CH:13][CH:14]=[CH:15][CH:16]=2)[C:11]([O:18][C:19]2[CH:24]=[CH:23][N:22]=[C:21](S(C)(=O)=O)[N:20]=2)=[CH:10][CH:9]=1)=[O:6].[F:38][C:39]1([F:45])[CH2:44][CH2:43][NH:42][CH2:41][CH2:40]1.